From a dataset of Catalyst prediction with 721,799 reactions and 888 catalyst types from USPTO. Predict which catalyst facilitates the given reaction. (1) Reactant: [Cl:1][C:2]1[CH:3]=[CH:4][C:5]2[N:11]([CH2:12][C:13]([CH3:17])([CH3:16])[CH2:14][OH:15])[C:10](=[O:18])[C@@H:9]([CH2:19][C:20]([OH:22])=[O:21])[O:8][C@H:7]([C:23]3[CH:28]=[CH:27][CH:26]=[C:25]([O:29][CH3:30])[C:24]=3[O:31][CH3:32])[C:6]=2[CH:33]=1.[C:34](OC(=O)C)(=[O:36])[CH3:35].N1C=CC=CC=1. Product: [C:34]([O:15][CH2:14][C:13]([CH3:17])([CH3:16])[CH2:12][N:11]1[C:5]2[CH:4]=[CH:3][C:2]([Cl:1])=[CH:33][C:6]=2[C@@H:7]([C:23]2[CH:28]=[CH:27][CH:26]=[C:25]([O:29][CH3:30])[C:24]=2[O:31][CH3:32])[O:8][C@H:9]([CH2:19][C:20]([OH:22])=[O:21])[C:10]1=[O:18])(=[O:36])[CH3:35]. The catalyst class is: 768. (2) Reactant: [Br:1][C:2]1[C:3](Cl)=[N:4][C:5]([Cl:8])=[N:6][CH:7]=1.C(N(CC)CC)C.[SH:17][CH2:18][CH2:19][CH2:20][CH2:21][OH:22]. Product: [Br:1][C:2]1[C:3]([S:17][CH2:18][CH2:19][CH2:20][CH2:21][OH:22])=[N:4][C:5]([Cl:8])=[N:6][CH:7]=1. The catalyst class is: 10. (3) Reactant: [N:1]1[CH:6]=[CH:5][CH:4]=[CH:3][C:2]=1[C:7]([C:9]1([C:17]2[CH:22]=[C:21]([C:23]([F:26])([F:25])[F:24])[CH:20]=[CH:19][N:18]=2)[CH2:12][C:11]2([O:16][CH2:15][CH2:14][O:13]2)[CH2:10]1)=[O:8].[BH4-].[Na+].O. Product: [N:1]1[CH:6]=[CH:5][CH:4]=[CH:3][C:2]=1[CH:7]([C:9]1([C:17]2[CH:22]=[C:21]([C:23]([F:25])([F:26])[F:24])[CH:20]=[CH:19][N:18]=2)[CH2:12][C:11]2([O:13][CH2:14][CH2:15][O:16]2)[CH2:10]1)[OH:8]. The catalyst class is: 98. (4) Reactant: [Si:1]([O:8][C@H:9]1[C@H:13]2[O:14][CH2:15][C@@H:16]([O:17][C:18]3[N:40]([CH2:41][O:42][CH2:43][CH2:44][Si:45]([CH3:48])([CH3:47])[CH3:46])[C:21]4=[N:22][C:23]([C:27]5[CH:32]=[CH:31][C:30]([C@@H:33]6[CH2:38][CH2:37][C@H:36]([OH:39])[CH2:35][CH2:34]6)=[CH:29][CH:28]=5)=[C:24]([Cl:26])[CH:25]=[C:20]4[N:19]=3)[C@H:12]2[O:11][CH2:10]1)([C:4]([CH3:7])([CH3:6])[CH3:5])([CH3:3])[CH3:2].C(N(CC)CC)C.[N:56]([CH2:59][CH3:60])=[C:57]=[O:58]. Product: [CH2:59]([NH:56][C:57](=[O:58])[O:39][C@H:36]1[CH2:37][CH2:38][C@@H:33]([C:30]2[CH:31]=[CH:32][C:27]([C:23]3[N:22]=[C:21]4[N:40]([CH2:41][O:42][CH2:43][CH2:44][Si:45]([CH3:48])([CH3:47])[CH3:46])[C:18]([O:17][C@@H:16]5[CH2:15][O:14][C@@H:13]6[C@H:9]([O:8][Si:1]([C:4]([CH3:6])([CH3:7])[CH3:5])([CH3:3])[CH3:2])[CH2:10][O:11][C@H:12]56)=[N:19][C:20]4=[CH:25][C:24]=3[Cl:26])=[CH:28][CH:29]=2)[CH2:34][CH2:35]1)[CH3:60]. The catalyst class is: 367.